This data is from Forward reaction prediction with 1.9M reactions from USPTO patents (1976-2016). The task is: Predict the product of the given reaction. (1) Given the reactants [CH3:1][O:2][C:3]1[N:8]=[C:7]([NH:9][C@@H:10]([CH2:13][O:14][CH2:15][C:16]2[CH:21]=[CH:20][CH:19]=[CH:18][CH:17]=2)[CH2:11][OH:12])[C:6]([N+:22]([O-:24])=[O:23])=[CH:5][CH:4]=1.Cl[Si:26]([C:29]([CH3:32])([CH3:31])[CH3:30])([CH3:28])[CH3:27].N1C=CN=C1, predict the reaction product. The product is: [CH3:30][C:29]([Si:26]([CH3:28])([CH3:27])[O:12][CH2:11][C@@H:10]([NH:9][C:7]1[C:6]([N+:22]([O-:24])=[O:23])=[CH:5][CH:4]=[C:3]([O:2][CH3:1])[N:8]=1)[CH2:13][O:14][CH2:15][C:16]1[CH:17]=[CH:18][CH:19]=[CH:20][CH:21]=1)([CH3:32])[CH3:31]. (2) The product is: [C:1]1([O:2][C:3]2[CH:8]=[CH:7][CH:6]=[CH:5][CH:4]=2)[CH:7]=[CH:8][CH:3]=[CH:4][CH:5]=1. Given the reactants [CH3:1][O:2][C:3]1[CH:8]=[CH:7][CH:6]=[CH:5][C:4]=1O, predict the reaction product.